This data is from Peptide-MHC class I binding affinity with 185,985 pairs from IEDB/IMGT. The task is: Regression. Given a peptide amino acid sequence and an MHC pseudo amino acid sequence, predict their binding affinity value. This is MHC class I binding data. The peptide sequence is IVRTNRNEL. The MHC is HLA-B51:01 with pseudo-sequence HLA-B51:01. The binding affinity (normalized) is 0.0847.